Dataset: HIV replication inhibition screening data with 41,000+ compounds from the AIDS Antiviral Screen. Task: Binary Classification. Given a drug SMILES string, predict its activity (active/inactive) in a high-throughput screening assay against a specified biological target. (1) The compound is Oc1cccc(Nc2cc(O)nc(O)n2)c1. The result is 0 (inactive). (2) The compound is CC1=C(C(=O)NCc2ccccc2)C(c2ccc([N+](=O)[O-])cc2)C(C(=O)NCc2ccccc2)=C(C)N1. The result is 0 (inactive).